Task: Predict the product of the given reaction.. Dataset: Forward reaction prediction with 1.9M reactions from USPTO patents (1976-2016) The product is: [Br:36][C:21]1[C:20]2[C:24](=[CH:25][C:17]([O:16][Si:15]([C:11]([CH3:14])([CH3:13])[CH3:12])([CH3:27])[CH3:26])=[CH:18][CH:19]=2)[N:23]([Si:28]([C:31]([CH3:34])([CH3:33])[CH3:32])([CH3:30])[CH3:29])[CH:22]=1. Given the reactants [Li]CCCC.CCCCC.[C:11]([Si:15]([CH3:27])([CH3:26])[O:16][C:17]1[CH:25]=[C:24]2[C:20]([CH:21]=[CH:22][NH:23]2)=[CH:19][CH:18]=1)([CH3:14])([CH3:13])[CH3:12].[Si:28](Cl)([C:31]([CH3:34])([CH3:33])[CH3:32])([CH3:30])[CH3:29].[Br:36]N1C(=O)CCC1=O, predict the reaction product.